From a dataset of Catalyst prediction with 721,799 reactions and 888 catalyst types from USPTO. Predict which catalyst facilitates the given reaction. (1) Reactant: [C:1](=[S:12])([S:7][CH2:8][C:9]([OH:11])=O)SCC(O)=O.C(=O)([O-])[O-].[K+].[K+].[CH3:19][O:20][C:21]1[CH:22]=[C:23]([CH:26]=[C:27]([O:31][CH3:32])[C:28]=1[O:29][CH3:30])[CH2:24][NH2:25]. Product: [S:12]=[C:1]1[N:25]([CH2:24][C:23]2[CH:26]=[C:27]([O:31][CH3:32])[C:28]([O:29][CH3:30])=[C:21]([O:20][CH3:19])[CH:22]=2)[C:9](=[O:11])[CH2:8][S:7]1. The catalyst class is: 6. (2) Reactant: [C:1]([C:4]1[CH:5]=[CH:6][C:7]([Br:10])=[N:8][CH:9]=1)(=O)[CH3:2].Cl.[NH2:12][NH:13][C:14]([NH2:16])=[O:15].C(O)(=O)C. Product: [C:1](=[N:12][NH:13][C:14]([NH2:16])=[O:15])([C:4]1[CH:5]=[CH:6][C:7]([Br:10])=[N:8][CH:9]=1)[CH3:2]. The catalyst class is: 8. (3) Reactant: [Br:1][C:2]1[CH:7]=[CH:6][C:5]([OH:8])=[CH:4][N:3]=1.[H-].[Na+].[CH2:11](Br)[C:12]1[CH:17]=[CH:16][CH:15]=[CH:14][CH:13]=1.O. Product: [CH2:11]([O:8][C:5]1[CH:6]=[CH:7][C:2]([Br:1])=[N:3][CH:4]=1)[C:12]1[CH:17]=[CH:16][CH:15]=[CH:14][CH:13]=1. The catalyst class is: 3. (4) Reactant: [Br:1][C:2]1[N:7]=[CH:6][C:5]([C:8](=[O:12])[CH2:9][O:10][CH3:11])=[CH:4][CH:3]=1.O1CCCC1.[BH4-].[Na+].C(O)(=O)CC(CC(O)=O)(C(O)=O)O. Product: [Br:1][C:2]1[N:7]=[CH:6][C:5]([CH:8]([OH:12])[CH2:9][O:10][CH3:11])=[CH:4][CH:3]=1. The catalyst class is: 8. (5) Reactant: [NH:1]1[CH:5]=[C:4]([CH2:6][CH2:7][CH2:8][C:9]([OH:11])=O)[N:3]=[N:2]1.C(N(CC)CC)C.C1(P(Cl)(C2C=CC=CC=2)=O)C=CC=CC=1.Cl.[NH2:35][CH:36]1[CH2:41][CH2:40][N:39]([C:42]([O:44][CH2:45][C:46]2[CH:51]=[C:50]([Cl:52])[CH:49]=[C:48]([Cl:53])[CH:47]=2)=[O:43])[CH2:38][CH2:37]1. Product: [NH:1]1[CH:5]=[C:4]([CH2:6][CH2:7][CH2:8][C:9]([NH:35][CH:36]2[CH2:37][CH2:38][N:39]([C:42]([O:44][CH2:45][C:46]3[CH:51]=[C:50]([Cl:52])[CH:49]=[C:48]([Cl:53])[CH:47]=3)=[O:43])[CH2:40][CH2:41]2)=[O:11])[N:3]=[N:2]1. The catalyst class is: 781. (6) Reactant: [CH2:1]([N:3]1[C:7]2=[N:8][C:9]([CH2:48][CH3:49])=[C:10]([CH2:19][NH:20][C:21]([C:23]3[CH:28]=[CH:27][CH:26]=[C:25]([C:29]([NH:31][CH2:32][C:33]4[CH:34]=[C:35]([C:40]5[CH:45]=[CH:44][CH:43]=[C:42]([CH:46]=O)[CH:41]=5)[CH:36]=[CH:37][C:38]=4[CH3:39])=[O:30])[CH:24]=3)=[O:22])[C:11]([NH:12][CH:13]3[CH2:18][CH2:17][O:16][CH2:15][CH2:14]3)=[C:6]2[CH:5]=[N:4]1)[CH3:2].[CH3:50][CH:51]1[CH2:56][NH:55][CH2:54][CH:53]([CH3:57])[NH:52]1.CC(O)=O.[BH-](OC(C)=O)(OC(C)=O)OC(C)=O.[Na+]. Product: [CH2:1]([N:3]1[C:7]2=[N:8][C:9]([CH2:48][CH3:49])=[C:10]([CH2:19][NH:20][C:21]([C:23]3[CH:28]=[CH:27][CH:26]=[C:25]([C:29]([NH:31][CH2:32][C:33]4[CH:34]=[C:35]([C:40]5[CH:45]=[CH:44][CH:43]=[C:42]([CH2:46][N:55]6[CH2:54][C@H:53]([CH3:57])[NH:52][C@H:51]([CH3:50])[CH2:56]6)[CH:41]=5)[CH:36]=[CH:37][C:38]=4[CH3:39])=[O:30])[CH:24]=3)=[O:22])[C:11]([NH:12][CH:13]3[CH2:18][CH2:17][O:16][CH2:15][CH2:14]3)=[C:6]2[CH:5]=[N:4]1)[CH3:2]. The catalyst class is: 2. (7) Reactant: [CH2:1]([O:8][C:9]1[CH:10]=[C:11]2[C:16](=[CH:17][C:18]=1[O:19][CH3:20])[CH:15](/[CH:21]=[CH:22]/[C:23]1[CH:28]=[C:27]([O:29][CH2:30][C:31]3[CH:36]=[CH:35][CH:34]=[CH:33][CH:32]=3)[C:26]([O:37][CH3:38])=[CH:25][C:24]=1[CH3:39])[NH:14][CH2:13][CH2:12]2)[C:2]1[CH:7]=[CH:6][CH:5]=[CH:4][CH:3]=1.[N:40]1[CH:45]=[CH:44][CH:43]=[CH:42][C:41]=1[C:46](O)=[O:47].CCN(C(C)C)C(C)C.CN(C(ON1N=NC2C=CC=NC1=2)=[N+](C)C)C.F[P-](F)(F)(F)(F)F. Product: [CH2:1]([O:8][C:9]1[CH:10]=[C:11]2[C:16](=[CH:17][C:18]=1[O:19][CH3:20])[CH:15](/[CH:21]=[CH:22]/[C:23]1[CH:28]=[C:27]([O:29][CH2:30][C:31]3[CH:32]=[CH:33][CH:34]=[CH:35][CH:36]=3)[C:26]([O:37][CH3:38])=[CH:25][C:24]=1[CH3:39])[N:14]([C:46]([C:41]1[CH:42]=[CH:43][CH:44]=[CH:45][N:40]=1)=[O:47])[CH2:13][CH2:12]2)[C:2]1[CH:7]=[CH:6][CH:5]=[CH:4][CH:3]=1. The catalyst class is: 329. (8) Reactant: [I:1][C:2]1[CH:3]=[C:4]([CH:6]=[CH:7][C:8]=1[O:9][CH3:10])[NH2:5].[C:11](O)([C:13](F)(F)F)=O.C(O[BH-](O[C:28](=O)[CH3:29])OC(=O)C)(=O)C.[CH3:31][N+:32](C)(C)[CH3:33]. Product: [I:1][C:2]1[CH:3]=[C:4]([NH:5][CH:13]2[CH2:11][CH2:31][N:32]([CH3:33])[CH2:28][CH2:29]2)[CH:6]=[CH:7][C:8]=1[O:9][CH3:10]. The catalyst class is: 2. (9) Reactant: Cl[C:2]1[N:7]=[C:6]([NH:8][C:9]2[CH:13]=[C:12]([CH:14]3[CH2:16][CH2:15]3)[NH:11][N:10]=2)[C:5]([Cl:17])=[CH:4][N:3]=1.[F:18][C:19]1[C:20]([C@@H:26]([NH2:28])[CH3:27])=[N:21][CH:22]=[C:23]([F:25])[CH:24]=1.CCN(C(C)C)C(C)C. Product: [Cl:17][C:5]1[C:6]([NH:8][C:9]2[CH:13]=[C:12]([CH:14]3[CH2:16][CH2:15]3)[NH:11][N:10]=2)=[N:7][C:2]([NH:28][C@H:26]([C:20]2[C:19]([F:18])=[CH:24][C:23]([F:25])=[CH:22][N:21]=2)[CH3:27])=[N:3][CH:4]=1. The catalyst class is: 114. (10) Reactant: [OH:1][CH2:2][C:3]1([CH3:16])[CH2:8][CH2:7][N:6]([C:9]([O:11][C:12]([CH3:15])([CH3:14])[CH3:13])=[O:10])[CH2:5][CH2:4]1.[H-].[Na+].Br[CH2:20][CH:21]=[CH2:22]. Product: [CH2:22]([O:1][CH2:2][C:3]1([CH3:16])[CH2:8][CH2:7][N:6]([C:9]([O:11][C:12]([CH3:15])([CH3:14])[CH3:13])=[O:10])[CH2:5][CH2:4]1)[CH:21]=[CH2:20]. The catalyst class is: 44.